The task is: Regression. Given two drug SMILES strings and cell line genomic features, predict the synergy score measuring deviation from expected non-interaction effect.. This data is from NCI-60 drug combinations with 297,098 pairs across 59 cell lines. Cell line: OVCAR-5. Drug 1: C1=CC(=CC=C1CCCC(=O)O)N(CCCl)CCCl. Synergy scores: CSS=1.96, Synergy_ZIP=-5.05, Synergy_Bliss=-9.79, Synergy_Loewe=-10.1, Synergy_HSA=-9.77. Drug 2: CCCCC(=O)OCC(=O)C1(CC(C2=C(C1)C(=C3C(=C2O)C(=O)C4=C(C3=O)C=CC=C4OC)O)OC5CC(C(C(O5)C)O)NC(=O)C(F)(F)F)O.